The task is: Predict which catalyst facilitates the given reaction.. This data is from Catalyst prediction with 721,799 reactions and 888 catalyst types from USPTO. (1) Reactant: Cl.[Cl:2][C:3]1[C:11]2[C:6](=[CH:7][CH:8]=[CH:9][CH:10]=2)[N:5]([C:12]2[CH:19]=[CH:18][C:15]([CH2:16][NH2:17])=[CH:14][CH:13]=2)[C:4]=1[C:20]1[N:24]=[C:23]([CH3:25])[O:22][N:21]=1.[C:26]([O:30][C:31]([NH:33][C:34]1([C:37](O)=[O:38])[CH2:36][CH2:35]1)=[O:32])([CH3:29])([CH3:28])[CH3:27].CN(C(ON1N=NC2C=CC=CC1=2)=[N+](C)C)C.F[P-](F)(F)(F)(F)F.C(N(CC)C(C)C)(C)C. Product: [C:26]([O:30][C:31](=[O:32])[NH:33][C:34]1([C:37](=[O:38])[NH:17][CH2:16][C:15]2[CH:14]=[CH:13][C:12]([N:5]3[C:6]4[C:11](=[CH:10][CH:9]=[CH:8][CH:7]=4)[C:3]([Cl:2])=[C:4]3[C:20]3[N:24]=[C:23]([CH3:25])[O:22][N:21]=3)=[CH:19][CH:18]=2)[CH2:35][CH2:36]1)([CH3:29])([CH3:27])[CH3:28]. The catalyst class is: 374. (2) Reactant: [C:1]([CH2:3][C:4]1[NH:8][N:7]=[C:6]([CH2:9][O:10][CH3:11])[N:5]=1)#[N:2].C([O:14][C:15](=O)[CH:16]([C:20]1[CH:25]=[CH:24][CH:23]=[CH:22][CH:21]=1)[C:17]([CH3:19])=O)C.C([O-])(=O)C.[NH4+].O. The catalyst class is: 11. Product: [CH3:11][O:10][CH2:9][C:6]1[NH:5][C:4]2=[C:3]([C:1]#[N:2])[C:17]([CH3:19])=[C:16]([C:20]3[CH:25]=[CH:24][CH:23]=[CH:22][CH:21]=3)[C:15](=[O:14])[N:8]2[N:7]=1. (3) Reactant: C([O:9][CH2:10][C:11]1[O:15][N:14]=[C:13]([CH3:16])[C:12]=1[C:17]1[CH:22]=[CH:21][CH:20]=[CH:19][C:18]=1[C:23](=[O:31])[C:24]1[CH:29]=[CH:28][C:27]([Cl:30])=[CH:26][CH:25]=1)(=O)C1C=CC=CC=1.C1COCC1.CO.O.[OH-].[Li+]. The catalyst class is: 238. Product: [Cl:30][C:27]1[CH:28]=[CH:29][C:24]([C:23]([C:18]2[CH:19]=[CH:20][CH:21]=[CH:22][C:17]=2[C:12]2[C:13]([CH3:16])=[N:14][O:15][C:11]=2[CH2:10][OH:9])=[O:31])=[CH:25][CH:26]=1. (4) Reactant: [C:1]([O:5][C:6](=[O:24])[NH:7][C:8]1[CH2:9][O:10][CH2:11][C@:12]([C:16]2[CH:21]=[C:20]([NH2:22])[CH:19]=[CH:18][C:17]=2[F:23])([CH2:14][F:15])[N:13]=1)([CH3:4])([CH3:3])[CH3:2].[Cl:25][C:26]1[CH:27]=[CH:28][C:29]([C:32](O)=[O:33])=[N:30][CH:31]=1.C1C=NC2N(O)N=NC=2C=1.C(Cl)CCl. Product: [C:1]([O:5][C:6](=[O:24])[NH:7][C:8]1[CH2:9][O:10][CH2:11][C@:12]([C:16]2[CH:21]=[C:20]([NH:22][C:32]([C:29]3[CH:28]=[CH:27][C:26]([Cl:25])=[CH:31][N:30]=3)=[O:33])[CH:19]=[CH:18][C:17]=2[F:23])([CH2:14][F:15])[N:13]=1)([CH3:4])([CH3:2])[CH3:3]. The catalyst class is: 2.